This data is from Experimentally validated miRNA-target interactions with 360,000+ pairs, plus equal number of negative samples. The task is: Binary Classification. Given a miRNA mature sequence and a target amino acid sequence, predict their likelihood of interaction. (1) The miRNA is hsa-miR-3606-5p with sequence UUAGUGAAGGCUAUUUUAAUU. The protein sequence of the target gene is MFRYESLEDCPLDEDEDAFQGLGEEDEEIDQFNDDTFGSGAVDDDWQEAHERLAELEEKLPVAVNEQTGNGERDEMDLLGDHEENLAERLSKMVIENELEDPAIMRAVQTRPVLQPQPGSLNSSIWDGSEVLRRIRGPLLAQEMPTVSVLEYALPQRPPQGPEDDRDLSERALPRRSTSPIIGSPPVRAVPIGTPPKQMAVPSFTQQILCPKPVHVRPPMPPRYPAPYGERMSPNQLCSVPNSSLLGHPFPPSVPPVLSPLQRAQLLGGAQLQPGRMSPSQFARVPGFVGSPLAAMNPKL.... Result: 0 (no interaction). (2) The miRNA is gga-let-7b with sequence UGAGGUAGUAGGUUGUGUGGUU. The protein sequence of the target gene is MAGSPELVVLDPPWDKELAAGTESQALVSATPREDFRVRCTSKRAVTEMLQLCGRFVQKLGDALPEEIREPALRDAQWTFESAVQENISINGQAWQEASDNCFMDSDIKVLEDQFDEIIVDIATKRKQYPRKILECVIKTIKAKQEILKQYHPVVHPLDLKYDPDPAPHMENLKCRGETVAKEISEAMKSLPALIEQGEGFSQVLRMQPVIHLQRIHQEVFSSCHRKPDAKPENFITQIETTPTETASRKTSDMVLKRKQTKDCPQRKWYPLRPKKINLDT. Result: 0 (no interaction). (3) The miRNA is hsa-miR-4529-3p with sequence AUUGGACUGCUGAUGGCCCGU. The protein sequence of the target gene is MLERRCRGPLAMGLAQPRLLSGPSQESPQTLGKESRGLRQQGTSVAQSGAQAPGRAHRCAHCRRHFPGWVALWLHTRRCQARLPLPCPECGRRFRHAPFLALHRQVHAAATPDLGFACHLCGQSFRGWVALVLHLRAHSAAKRPIACPKCERRFWRRKQLRAHLRRCHPPAPEARPFICGNCGRSFAQWDQLVAHKRVHVAEALEEAAAKALGPRPRGRPAVTAPRPGGDAVDRPFQCACCGKRFRHKPNLIAHRRVHTGERPHQCPECGKRFTNKPYLTSHRRIHTGEKPYPCKECGRR.... Result: 1 (interaction).